From a dataset of Reaction yield outcomes from USPTO patents with 853,638 reactions. Predict the reaction yield, written as a fraction of the theoretical maximum amount of product (1.0 means a 100% yield; for example, 0.34 means a 34% yield). (1) The product is [Br:1][C:2]1[CH:3]=[C:4]([NH:13][CH:14]([CH2:16][CH3:17])[CH3:15])[C:5]([CH3:12])=[C:6]([CH:11]=1)[C:7]([OH:9])=[O:8]. The catalyst is O1CCCC1.O. The yield is 0.870. The reactants are [Br:1][C:2]1[CH:3]=[C:4]([NH:13][CH:14]([CH2:16][CH3:17])[CH3:15])[C:5]([CH3:12])=[C:6]([CH:11]=1)[C:7]([O:9]C)=[O:8].[Li+].[OH-]. (2) The reactants are [CH3:1][Mg+].[Br-].[F:4][C:5]1[CH:10]=[CH:9][CH:8]=[CH:7][C:6]=1[N:11]1[CH:16]=[C:15]([O:17][CH3:18])[C:14](=[O:19])[C:13]([C:20](N(OC)C)=[O:21])=[N:12]1. The catalyst is C1COCC1. The product is [C:20]([C:13]1[C:14](=[O:19])[C:15]([O:17][CH3:18])=[CH:16][N:11]([C:6]2[CH:7]=[CH:8][CH:9]=[CH:10][C:5]=2[F:4])[N:12]=1)(=[O:21])[CH3:1]. The yield is 0.850. (3) The reactants are [C:1]([O:4][CH2:5][C@@:6]([NH:27][C:28](=[O:30])[CH3:29])([CH3:26])[CH2:7][CH2:8][C:9]1[N:10]([CH3:25])[C:11]([C:14]#[C:15][CH2:16][CH2:17][CH2:18][C:19]2[CH:24]=[CH:23][CH:22]=[CH:21][CH:20]=2)=[CH:12][CH:13]=1)(=[O:3])[CH3:2]. The catalyst is CO.[Pd]. The product is [C:1]([O:4][CH2:5][C@@:6]([NH:27][C:28](=[O:30])[CH3:29])([CH3:26])[CH2:7][CH2:8][C:9]1[N:10]([CH3:25])[C:11]([CH2:14][CH2:15][CH2:16][CH2:17][CH2:18][C:19]2[CH:20]=[CH:21][CH:22]=[CH:23][CH:24]=2)=[CH:12][CH:13]=1)(=[O:3])[CH3:2]. The yield is 0.970. (4) The reactants are [Cl:1][C:2]1[C:7]([C:8]([F:11])([F:10])[F:9])=[CH:6][N:5]=[C:4]2[NH:12][CH:13]=[C:14]([NH:15][C:16](=[O:23])[C:17]3[CH:22]=[CH:21][CH:20]=[CH:19][N:18]=3)[C:3]=12.[NH:24]1[CH2:29][CH2:28][CH2:27][C@@H:26]([NH:30]C(=O)OC(C)(C)C)[CH2:25]1.CCN(C(C)C)C(C)C.C(O)(C(F)(F)F)=O. The catalyst is CN1C(=O)CCC1.C(Cl)Cl.C(OCC)(=O)C. The product is [ClH:1].[NH2:30][C@@H:26]1[CH2:27][CH2:28][CH2:29][N:24]([C:2]2[C:7]([C:8]([F:11])([F:10])[F:9])=[CH:6][N:5]=[C:4]3[NH:12][CH:13]=[C:14]([NH:15][C:16](=[O:23])[C:17]4[CH:22]=[CH:21][CH:20]=[CH:19][N:18]=4)[C:3]=23)[CH2:25]1. The yield is 0.470.